This data is from Peptide-MHC class II binding affinity with 134,281 pairs from IEDB. The task is: Regression. Given a peptide amino acid sequence and an MHC pseudo amino acid sequence, predict their binding affinity value. This is MHC class II binding data. (1) The peptide sequence is PTIIERNITEIVYLT. The MHC is DRB4_0101 with pseudo-sequence DRB4_0103. The binding affinity (normalized) is 0.448. (2) The peptide sequence is DKAVSGLRSLTTLLR. The MHC is DRB3_0101 with pseudo-sequence DRB3_0101. The binding affinity (normalized) is 0.256. (3) The peptide sequence is NLEIDMIVDTISDFR. The MHC is DRB1_1001 with pseudo-sequence DRB1_1001. The binding affinity (normalized) is 0.537. (4) The binding affinity (normalized) is 0.263. The peptide sequence is EDNFFLFGAKADQVA. The MHC is DRB1_0401 with pseudo-sequence DRB1_0401. (5) The peptide sequence is EKKYFAATQFIPLAA. The MHC is HLA-DPA10201-DPB11401 with pseudo-sequence HLA-DPA10201-DPB11401. The binding affinity (normalized) is 0.945. (6) The peptide sequence is EKKYFAATQFHPLAA. The MHC is HLA-DQA10101-DQB10501 with pseudo-sequence HLA-DQA10101-DQB10501. The binding affinity (normalized) is 0.224. (7) The peptide sequence is AFKVAATAANAEPAN. The MHC is DRB1_0901 with pseudo-sequence DRB1_0901. The binding affinity (normalized) is 0.692. (8) The peptide sequence is LARALVRAVAESHGV. The MHC is DRB1_1302 with pseudo-sequence DRB1_1302. The binding affinity (normalized) is 0.588. (9) The peptide sequence is VGNVAWMHVLAAKYI. The MHC is DRB1_0405 with pseudo-sequence DRB1_0405. The binding affinity (normalized) is 0.299.